This data is from Full USPTO retrosynthesis dataset with 1.9M reactions from patents (1976-2016). The task is: Predict the reactants needed to synthesize the given product. (1) Given the product [Cl:1][C:2]1[CH:3]=[C:4]([C@@H:12]([CH2:16][CH:17]2[CH2:21][CH2:20][CH2:19][CH2:18]2)[C:13]([NH:37][C:34]2[CH:33]=[N:32][C:31]([CH2:30][S:29][CH3:28])=[CH:36][N:35]=2)=[O:15])[CH:5]=[CH:6][C:7]=1[S:8]([CH3:11])(=[O:9])=[O:10], predict the reactants needed to synthesize it. The reactants are: [Cl:1][C:2]1[CH:3]=[C:4]([C@@H:12]([CH2:16][CH:17]2[CH2:21][CH2:20][CH2:19][CH2:18]2)[C:13]([OH:15])=O)[CH:5]=[CH:6][C:7]=1[S:8]([CH3:11])(=[O:10])=[O:9].C(Cl)(=O)C(Cl)=O.[CH3:28][S:29][CH2:30][C:31]1[N:32]=[CH:33][C:34]([NH2:37])=[N:35][CH:36]=1.N1C=CC=CC=1. (2) The reactants are: C([O:3][C:4](=[O:34])[C:5]1[CH:10]=[C:9]([N:11]2[C:15]([CH3:16])=[CH:14][CH:13]=[C:12]2[C:17]2[CH:22]=[C:21]([Cl:23])[CH:20]=[CH:19][C:18]=2[O:24][CH2:25][C:26]2[CH:31]=[CH:30][C:29]([F:32])=[CH:28][C:27]=2[Cl:33])[CH:8]=[N:7][CH:6]=1)C.C(O)C. Given the product [Cl:23][C:21]1[CH:20]=[CH:19][C:18]([O:24][CH2:25][C:26]2[CH:31]=[CH:30][C:29]([F:32])=[CH:28][C:27]=2[Cl:33])=[C:17]([C:12]2[N:11]([C:9]3[CH:8]=[N:7][CH:6]=[C:5]([CH:10]=3)[C:4]([OH:34])=[O:3])[C:15]([CH3:16])=[CH:14][CH:13]=2)[CH:22]=1, predict the reactants needed to synthesize it. (3) Given the product [ClH:22].[CH2:17]([CH:14]1[CH2:15][C@@H:16]2[C@@H:11]([CH2:10][C@@H:9]([C:19]([OH:21])=[O:20])[NH:8]2)[CH2:12][CH2:13]1)[CH3:18], predict the reactants needed to synthesize it. The reactants are: C(OC([N:8]1[C@H:16]2[C@H:11]([CH2:12][CH2:13][CH:14]([CH2:17][CH3:18])[CH2:15]2)[CH2:10][C@H:9]1[C:19]([OH:21])=[O:20])=O)(C)(C)C.[ClH:22]. (4) Given the product [NH2:16][C:14]1[C:13]([C:17]2[CH:18]=[CH:19][N:20]=[CH:21][CH:22]=2)=[CH:12][N:11]=[C:10]([C:3]2[C:4]3[C:5](=[N:6][CH:7]=[CH:8][CH:9]=3)[N:1]([CH2:33][C:32]3[CH:35]=[CH:36][CH:37]=[CH:38][C:31]=3[C:29]#[N:30])[N:2]=2)[N:15]=1, predict the reactants needed to synthesize it. The reactants are: [NH:1]1[C:5]2=[N:6][CH:7]=[CH:8][CH:9]=[C:4]2[C:3]([C:10]2[N:15]=[C:14]([NH2:16])[C:13]([C:17]3[CH:22]=[CH:21][N:20]=[CH:19][CH:18]=3)=[CH:12][N:11]=2)=[N:2]1.C(=O)([O-])[O-].[Na+].[Na+].[C:29]([C:31]1[CH:38]=[CH:37][CH:36]=[CH:35][C:32]=1[CH2:33]Br)#[N:30].